This data is from Full USPTO retrosynthesis dataset with 1.9M reactions from patents (1976-2016). The task is: Predict the reactants needed to synthesize the given product. Given the product [NH2:7][C:8]1[CH:9]=[C:10]([O:12][CH3:13])[CH:11]=[C:3]([O:2][CH3:1])[C:4]=1[C:5]([NH2:22])=[O:15], predict the reactants needed to synthesize it. The reactants are: [CH3:1][O:2][C:3]1[CH:11]=[C:10]([O:12][CH3:13])[CH:9]=[C:8]2[C:4]=1[C:5](=[O:15])C(=O)[NH:7]2.[OH-].[Na+].OO.CC[N:22]=C=NCCCN(C)C.Cl.C1C=CC2N(O)N=NC=2C=1.